This data is from Reaction yield outcomes from USPTO patents with 853,638 reactions. The task is: Predict the reaction yield, written as a fraction of the theoretical maximum amount of product (1.0 means a 100% yield; for example, 0.34 means a 34% yield). (1) The reactants are [CH2:1]([C@H:3]([CH2:6][CH2:7][N+:8]([O-:10])=[O:9])[CH2:4][OH:5])[CH3:2].C([OH:14])(C)C.N[C@H](C(OC)=O)CC1C=CC=CC=1.N[C@@H](C(OC)=O)CC1C=CC=CC=1. The catalyst is CC(C)=O.C(Cl)(Cl)Cl. The product is [CH2:1]([C@H:3]([CH2:6][CH2:7][N+:8]([O-:10])=[O:9])[C:4]([OH:14])=[O:5])[CH3:2]. The yield is 0.920. (2) The product is [CH3:1][NH:2][C@@H:3]1[C:8]2[CH:9]=[CH:10][CH:11]=[CH:12][C:7]=2[C@H:6]([C:13]2[CH:14]=[CH:15][C:16]([Cl:20])=[C:17]([Cl:19])[CH:18]=2)[CH2:5][CH2:4]1.[ClH:21]. The yield is 0.947. The reactants are [CH3:1][NH:2][C@@H:3]1[C:8]2[CH:9]=[CH:10][CH:11]=[CH:12][C:7]=2[C@H:6]([C:13]2[CH:14]=[CH:15][C:16]([Cl:20])=[C:17]([Cl:19])[CH:18]=2)[CH2:5][CH2:4]1.[ClH:21].O. The catalyst is C(O)C. (3) The reactants are Br[C@H:2]([C@H:5]1[CH2:7][O:6]1)[CH2:3][CH3:4].[CH:8]([NH2:21])([C:15]1[CH:20]=[CH:19][CH:18]=[CH:17][CH:16]=1)[C:9]1[CH:14]=[CH:13][CH:12]=[CH:11][CH:10]=1. No catalyst specified. The product is [C:15]1([CH:8]([C:9]2[CH:10]=[CH:11][CH:12]=[CH:13][CH:14]=2)[N:21]2[CH2:7][C@H:5]([OH:6])[C@@H:2]2[CH2:3][CH3:4])[CH:16]=[CH:17][CH:18]=[CH:19][CH:20]=1. The yield is 0.290.